This data is from Merck oncology drug combination screen with 23,052 pairs across 39 cell lines. The task is: Regression. Given two drug SMILES strings and cell line genomic features, predict the synergy score measuring deviation from expected non-interaction effect. (1) Drug 1: CCC1(O)CC2CN(CCc3c([nH]c4ccccc34)C(C(=O)OC)(c3cc4c(cc3OC)N(C)C3C(O)(C(=O)OC)C(OC(C)=O)C5(CC)C=CCN6CCC43C65)C2)C1. Drug 2: O=C(NOCC(O)CO)c1ccc(F)c(F)c1Nc1ccc(I)cc1F. Cell line: UWB1289BRCA1. Synergy scores: synergy=6.35. (2) Drug 1: CC(C)CC(NC(=O)C(Cc1ccccc1)NC(=O)c1cnccn1)B(O)O. Drug 2: CCC1(O)C(=O)OCc2c1cc1n(c2=O)Cc2cc3c(CN(C)C)c(O)ccc3nc2-1. Cell line: A2058. Synergy scores: synergy=-12.2. (3) Drug 1: CCN(CC)CCNC(=O)c1c(C)[nH]c(C=C2C(=O)Nc3ccc(F)cc32)c1C. Drug 2: Cc1nc(Nc2ncc(C(=O)Nc3c(C)cccc3Cl)s2)cc(N2CCN(CCO)CC2)n1. Cell line: SKOV3. Synergy scores: synergy=13.6. (4) Drug 1: N.N.O=C(O)C1(C(=O)O)CCC1.[Pt]. Drug 2: NC1(c2ccc(-c3nc4ccn5c(=O)[nH]nc5c4cc3-c3ccccc3)cc2)CCC1. Cell line: LOVO. Synergy scores: synergy=-11.8. (5) Drug 1: CC(=O)OC1C(=O)C2(C)C(O)CC3OCC3(OC(C)=O)C2C(OC(=O)c2ccccc2)C2(O)CC(OC(=O)C(O)C(NC(=O)c3ccccc3)c3ccccc3)C(C)=C1C2(C)C. Synergy scores: synergy=-13.4. Cell line: KPL1. Drug 2: Cn1nnc2c(C(N)=O)ncn2c1=O. (6) Drug 1: CN(C)C(=N)N=C(N)N. Drug 2: C#Cc1cccc(Nc2ncnc3cc(OCCOC)c(OCCOC)cc23)c1. Cell line: EFM192B. Synergy scores: synergy=3.27.